This data is from Forward reaction prediction with 1.9M reactions from USPTO patents (1976-2016). The task is: Predict the product of the given reaction. (1) The product is: [CH3:6][C@@H:5]([NH:7][C:8](=[O:14])[O:9][C:10]([CH3:11])([CH3:12])[CH3:13])[C:4](=[O:15])[CH3:17]. Given the reactants CON(C)[C:4](=[O:15])[C@H:5]([NH:7][C:8](=[O:14])[O:9][C:10]([CH3:13])([CH3:12])[CH3:11])[CH3:6].[CH3:17][Mg]Br.C(OCC)C, predict the reaction product. (2) Given the reactants [CH2:1]([O:3][C:4](=[O:15])[C:5]1[CH:10]=[CH:9][C:8](Cl)=[C:7]([N+:12]([O-:14])=[O:13])[CH:6]=1)[CH3:2].C(N(CC)CC)C.Cl.[NH2:24][C@H:25]1[CH2:30][CH2:29][C@H:28]([OH:31])[CH2:27][CH2:26]1.CO, predict the reaction product. The product is: [CH2:1]([O:3][C:4](=[O:15])[C:5]1[CH:10]=[CH:9][C:8]([NH:24][C@H:25]2[CH2:30][CH2:29][C@H:28]([OH:31])[CH2:27][CH2:26]2)=[C:7]([N+:12]([O-:14])=[O:13])[CH:6]=1)[CH3:2]. (3) Given the reactants [C:1]([O:5][C:6]([N:8]([C:16]1[C:21]([C:22]2[O:26][N:25]=[C:24]([C:27]3[CH:32]=[CH:31][C:30]([CH3:33])=[CH:29][CH:28]=3)[CH:23]=2)=[CH:20][C:19](B2OC(C)(C)C(C)(C)O2)=[CH:18][N:17]=1)[C:9](=[O:15])[O:10][C:11]([CH3:14])([CH3:13])[CH3:12])=[O:7])([CH3:4])([CH3:3])[CH3:2].Br[C:44]1[CH:49]=[CH:48][C:47]([S:50]([CH:53]([CH3:55])[CH3:54])(=[O:52])=[O:51])=[CH:46][N:45]=1.C([O-])([O-])=O.[Na+].[Na+], predict the reaction product. The product is: [C:1]([O:5][C:6]([N:8]([C:16]1[C:21]([C:22]2[O:26][N:25]=[C:24]([C:27]3[CH:28]=[CH:29][C:30]([CH3:33])=[CH:31][CH:32]=3)[CH:23]=2)=[CH:20][C:19]([C:44]2[CH:49]=[CH:48][C:47]([S:50]([CH:53]([CH3:55])[CH3:54])(=[O:51])=[O:52])=[CH:46][N:45]=2)=[CH:18][N:17]=1)[C:9](=[O:15])[O:10][C:11]([CH3:13])([CH3:12])[CH3:14])=[O:7])([CH3:3])([CH3:2])[CH3:4].